Dataset: Forward reaction prediction with 1.9M reactions from USPTO patents (1976-2016). Task: Predict the product of the given reaction. (1) Given the reactants [F:1][C:2]([F:14])([F:13])[C:3]1[N:4]=[CH:5][C:6]2[CH2:12][NH:11][CH2:10][CH2:9][C:7]=2[N:8]=1.[CH3:15][S:16]([C:19]1[CH:20]=[C:21]([C:31](O)=[O:32])[C:22]([C:25]2[CH:30]=[CH:29][CH:28]=[CH:27][CH:26]=2)=[CH:23][CH:24]=1)(=[O:18])=[O:17], predict the reaction product. The product is: [CH3:15][S:16]([C:19]1[CH:24]=[CH:23][C:22]([C:25]2[CH:30]=[CH:29][CH:28]=[CH:27][CH:26]=2)=[C:21]([C:31]([N:11]2[CH2:10][CH2:9][C:7]3[N:8]=[C:3]([C:2]([F:1])([F:13])[F:14])[N:4]=[CH:5][C:6]=3[CH2:12]2)=[O:32])[CH:20]=1)(=[O:17])=[O:18]. (2) Given the reactants [C:1]([C:5]1[CH:6]=[C:7]([NH:18][C:19]([NH:21][C:22]2[C:31]3[C:26](=[CH:27][CH:28]=[CH:29][CH:30]=3)[C:25]([O:32][C:33]3[CH:38]=[CH:37][N:36]=[C:35](Cl)[N:34]=3)=[CH:24][CH:23]=2)=[O:20])[C:8]([O:16][CH3:17])=[C:9]([NH:11][S:12]([CH3:15])(=[O:14])=[O:13])[CH:10]=1)([CH3:4])([CH3:3])[CH3:2].[NH2:40][C:41]1[CH:42]=[C:43]([C:49]([CH:51]2[CH2:53][CH2:52]2)=[O:50])[CH:44]=[C:45]([O:47][CH3:48])[CH:46]=1, predict the reaction product. The product is: [C:1]([C:5]1[CH:6]=[C:7]([NH:18][C:19]([NH:21][C:22]2[C:31]3[C:26](=[CH:27][CH:28]=[CH:29][CH:30]=3)[C:25]([O:32][C:33]3[CH:38]=[CH:37][N:36]=[C:35]([NH:40][C:41]4[CH:46]=[C:45]([O:47][CH3:48])[CH:44]=[C:43]([C:49]([CH:51]5[CH2:53][CH2:52]5)=[O:50])[CH:42]=4)[N:34]=3)=[CH:24][CH:23]=2)=[O:20])[C:8]([O:16][CH3:17])=[C:9]([NH:11][S:12]([CH3:15])(=[O:14])=[O:13])[CH:10]=1)([CH3:4])([CH3:3])[CH3:2]. (3) Given the reactants C(O)(=O)C(C1C=CC=CC=1)O.[CH3:12][C@H:13]1[CH2:18][CH2:17][CH2:16][NH:15][CH2:14]1.Cl[CH2:20][CH2:21][CH2:22][O:23][C:24]1[CH:29]=[CH:28][C:27]([CH:30]2[CH2:35][CH2:34][C:33](=[O:36])[CH2:32][CH2:31]2)=[CH:26][CH:25]=1.C(=O)([O-])[O-].[K+].[K+].[I-].[K+], predict the reaction product. The product is: [O:36]=[C:33]1[CH2:34][CH2:35][CH:30]([C:27]2[CH:26]=[CH:25][C:24]([O:23][CH2:22][CH2:21][CH2:20][N:15]3[CH2:16][CH2:17][CH2:18][C@H:13]([CH3:12])[CH2:14]3)=[CH:29][CH:28]=2)[CH2:31][CH2:32]1. (4) Given the reactants [OH:1][C:2]1[CH:3]=[C:4]([CH:20]=[CH:21][CH:22]=1)[O:5][C:6]1[CH:15]=[C:14]2[C:9]([CH2:10][CH2:11][CH:12]([C:16]([O:18][CH3:19])=[O:17])[CH2:13]2)=[CH:8][CH:7]=1.C(=O)([O-])[O-].[K+].[K+].Cl.[CH3:30][N:31]([CH3:35])[CH2:32][CH2:33]Cl, predict the reaction product. The product is: [CH3:30][N:31]([CH3:35])[CH2:32][CH2:33][O:1][C:2]1[CH:3]=[C:4]([CH:20]=[CH:21][CH:22]=1)[O:5][C:6]1[CH:15]=[C:14]2[C:9]([CH2:10][CH2:11][CH:12]([C:16]([O:18][CH3:19])=[O:17])[CH2:13]2)=[CH:8][CH:7]=1. (5) Given the reactants [C:1]([C:9]1[CH:14]=[CH:13][CH:12]=[CH:11][C:10]=1[NH:15][S:16]([C:19]1[CH:27]=[CH:26][C:22]([C:23](O)=[O:24])=[CH:21][CH:20]=1)(=[O:18])=[O:17])(=[O:8])[C:2]1[CH:7]=[CH:6][CH:5]=[CH:4][CH:3]=1.[N:28]1([CH2:34][CH2:35][CH2:36][N:37]2[CH2:42][CH2:41][NH:40][CH2:39][CH2:38]2)[CH2:33][CH2:32][CH2:31][CH2:30][CH2:29]1, predict the reaction product. The product is: [C:1]([C:9]1[CH:14]=[CH:13][CH:12]=[CH:11][C:10]=1[NH:15][S:16]([C:19]1[CH:27]=[CH:26][C:22]([C:23]([N:40]2[CH2:39][CH2:38][N:37]([CH2:36][CH2:35][CH2:34][N:28]3[CH2:29][CH2:30][CH2:31][CH2:32][CH2:33]3)[CH2:42][CH2:41]2)=[O:24])=[CH:21][CH:20]=1)(=[O:18])=[O:17])(=[O:8])[C:2]1[CH:7]=[CH:6][CH:5]=[CH:4][CH:3]=1. (6) Given the reactants [OH:1][C:2]([C:16]([F:19])([F:18])[F:17])([CH2:5][CH:6]1[C:15]2[C:10](=[CH:11][CH:12]=[CH:13][CH:14]=2)[S:9][CH2:8][CH2:7]1)[CH:3]=O.[NH2:20][C:21]1[CH:30]=[CH:29][CH:28]=[C:27]2[C:22]=1[CH:23]=[CH:24][C:25](=[O:31])[NH:26]2, predict the reaction product. The product is: [OH:1][C:2]([C:16]([F:17])([F:18])[F:19])([CH2:5][CH:6]1[C:15]2[C:10](=[CH:11][CH:12]=[CH:13][CH:14]=2)[S:9][CH2:8][CH2:7]1)[CH:3]=[N:20][C:21]1[CH:30]=[CH:29][CH:28]=[C:27]2[C:22]=1[CH:23]=[CH:24][C:25](=[O:31])[NH:26]2.